Dataset: NCI-60 drug combinations with 297,098 pairs across 59 cell lines. Task: Regression. Given two drug SMILES strings and cell line genomic features, predict the synergy score measuring deviation from expected non-interaction effect. (1) Cell line: HS 578T. Synergy scores: CSS=-2.89, Synergy_ZIP=6.74, Synergy_Bliss=7.07, Synergy_Loewe=-2.27, Synergy_HSA=-1.77. Drug 1: CN(C)C1=NC(=NC(=N1)N(C)C)N(C)C. Drug 2: CC(C)CN1C=NC2=C1C3=CC=CC=C3N=C2N. (2) Drug 1: CCCCCOC(=O)NC1=NC(=O)N(C=C1F)C2C(C(C(O2)C)O)O. Drug 2: C(CC(=O)O)C(=O)CN.Cl. Cell line: A549. Synergy scores: CSS=16.4, Synergy_ZIP=-1.98, Synergy_Bliss=5.67, Synergy_Loewe=1.33, Synergy_HSA=1.60.